This data is from Full USPTO retrosynthesis dataset with 1.9M reactions from patents (1976-2016). The task is: Predict the reactants needed to synthesize the given product. Given the product [F:32][C:17]1[CH:16]=[C:15]([N:11]2[CH2:10][C@H:9]([CH2:8][NH:7][C:6](=[O:5])[CH3:35])[O:13][C:12]2=[O:14])[CH:20]=[CH:19][C:18]=1[C:21]1[S:22][CH:23]=[C:24]([CH2:26][N:27]2[CH:31]=[N:30][CH:29]=[N:28]2)[N:25]=1, predict the reactants needed to synthesize it. The reactants are: C([O:5][C:6](=O)[NH:7][CH2:8][C@@H:9]1[O:13][C:12](=[O:14])[N:11]([C:15]2[CH:20]=[CH:19][C:18]([C:21]3[S:22][CH:23]=[C:24]([CH2:26][N:27]4[CH:31]=[N:30][CH:29]=[N:28]4)[N:25]=3)=[C:17]([F:32])[CH:16]=2)[CH2:10]1)(C)(C)C.F[C:35](F)(F)C(O)=O.C(N(CC)CC)C.C(OC(=O)C)(=O)C.